This data is from Reaction yield outcomes from USPTO patents with 853,638 reactions. The task is: Predict the reaction yield, written as a fraction of the theoretical maximum amount of product (1.0 means a 100% yield; for example, 0.34 means a 34% yield). The reactants are [F:1][C:2]1[C:7]([F:8])=[C:6]([F:9])[CH:5]=[C:4]([F:10])[C:3]=1[CH2:11][OH:12].I([O-])(=O)(=O)=[O:14].[Na+].CC#N.O. The catalyst is [Ru](Cl)(Cl)Cl.C(Cl)(Cl)(Cl)Cl. The product is [F:1][C:2]1[C:7]([F:8])=[C:6]([F:9])[CH:5]=[C:4]([F:10])[C:3]=1[C:11]([OH:14])=[O:12]. The yield is 0.990.